Predict the reactants needed to synthesize the given product. From a dataset of Full USPTO retrosynthesis dataset with 1.9M reactions from patents (1976-2016). (1) Given the product [CH3:39][O:41][C:42]([C@H:28]1[CH2:29][CH2:30][C@H:31]([C:51](=[O:50])[C:3]2[CH:4]=[CH:5][CH:6]=[CH:7][C:2]=2[F:1])[CH2:32][CH2:33]1)=[O:47], predict the reactants needed to synthesize it. The reactants are: [F:1][C:2]1[CH:7]=[CH:6][CH:5]=[CH:4][C:3]=1B(O)O.CO[C:28]1[CH:33]=[CH:32][C:31](P([C:28]2[CH:33]=[CH:32][C:31](OC)=[CH:30][CH:29]=2)[C:28]2[CH:33]=[CH:32][C:31](OC)=[CH:30][CH:29]=2)=[CH:30][CH:29]=1.O.CC(C)(C)[C:39]([O:41][C:42](=[O:47])C(C)(C)C)=O.[O:50]1CCC[CH2:51]1. (2) Given the product [CH3:1][C:2]1[C:3]([CH3:27])=[CH:4][C:5]2[N:14]([CH2:15][CH2:16][CH2:17][CH2:18][CH2:19][CH2:20][C:21]([NH:29][CH3:28])=[O:22])[C:13]3[C:8]([C:9](=[O:25])[NH:10][C:11](=[O:24])[N:12]=3)=[N:7][C:6]=2[CH:26]=1, predict the reactants needed to synthesize it. The reactants are: [CH3:1][C:2]1[C:3]([CH3:27])=[CH:4][C:5]2[N:14]([CH2:15][CH2:16][CH2:17][CH2:18][CH2:19][CH2:20][C:21](O)=[O:22])[C:13]3[C:8]([C:9](=[O:25])[NH:10][C:11](=[O:24])[N:12]=3)=[N:7][C:6]=2[CH:26]=1.[CH3:28][N:29](C(ON1N=NC2C=CC=CC1=2)=[N+](C)C)C.F[P-](F)(F)(F)(F)F.CCN(C(C)C)C(C)C.CN.C1COCC1.